From a dataset of Forward reaction prediction with 1.9M reactions from USPTO patents (1976-2016). Predict the product of the given reaction. (1) Given the reactants C1N=CN([C:6](N2C=NC=C2)=[O:7])C=1.[CH3:13][O:14][C:15]([C@H:17]1[CH2:22][CH2:21][C@H:20]([CH2:23][NH:24][C:25]2[CH:30]=[C:29]([O:31][CH3:32])[CH:28]=[CH:27][C:26]=2[NH2:33])[CH2:19][CH2:18]1)=[O:16].O, predict the reaction product. The product is: [CH3:13][O:14][C:15]([C@H:17]1[CH2:18][CH2:19][C@H:20]([CH2:23][N:24]2[C:25]3[CH:30]=[C:29]([O:31][CH3:32])[CH:28]=[CH:27][C:26]=3[NH:33][C:6]2=[O:7])[CH2:21][CH2:22]1)=[O:16]. (2) Given the reactants [Br:1][C:2]1[CH:3]=[C:4]2[C:8](=[CH:9][CH:10]=1)[NH:7][C:6]([C:11]([O:13][CH2:14][CH3:15])=[O:12])=[CH:5]2.[F:16][C:17]([F:30])([F:29])[O:18][C:19]1[CH:28]=[CH:27][C:22]([O:23][CH2:24][CH2:25]O)=[CH:21][CH:20]=1.C1(P(C2C=CC=CC=2)C2C=CC=CC=2)C=CC=CC=1.CC(OC(/N=N/C(OC(C)C)=O)=O)C, predict the reaction product. The product is: [Br:1][C:2]1[CH:3]=[C:4]2[C:8](=[CH:9][CH:10]=1)[N:7]([CH2:25][CH2:24][O:23][C:22]1[CH:21]=[CH:20][C:19]([O:18][C:17]([F:16])([F:29])[F:30])=[CH:28][CH:27]=1)[C:6]([C:11]([O:13][CH2:14][CH3:15])=[O:12])=[CH:5]2. (3) Given the reactants [C:1]([O:5][C:6]([N:8]1[CH2:13][CH:12]=[C:11]([C:14]2[NH:23][C:17]3[N:18]=[CH:19][N:20]=[C:21](Cl)[C:16]=3[CH:15]=2)[CH2:10][CH2:9]1)=[O:7])([CH3:4])([CH3:3])[CH3:2].[F:24][C:25]1[CH:30]=[CH:29][C:28]([NH2:31])=[CH:27][C:26]=1[CH:32]1[CH2:37][CH2:36][N:35]([CH3:38])[CH2:34][CH2:33]1.FC(F)(F)C(O)=O.C(=O)(O)[O-].[Na+].C(OC(OC(OC(C)(C)C)=O)=O)(C)(C)C, predict the reaction product. The product is: [C:1]([O:5][C:6]([N:8]1[CH2:13][CH:12]=[C:11]([C:14]2[NH:23][C:17]3[N:18]=[CH:19][N:20]=[C:21]([NH:31][C:28]4[CH:29]=[CH:30][C:25]([F:24])=[C:26]([CH:32]5[CH2:33][CH2:34][N:35]([CH3:38])[CH2:36][CH2:37]5)[CH:27]=4)[C:16]=3[CH:15]=2)[CH2:10][CH2:9]1)=[O:7])([CH3:4])([CH3:3])[CH3:2]. (4) Given the reactants Cl[C:2]1[CH:7]=[C:6]([Cl:8])[N:5]=[CH:4][N:3]=1.[C:9]1([NH:15][C:16]2[N:20]=[CH:19][NH:18][N:17]=2)[CH:14]=[CH:13][CH:12]=[CH:11][CH:10]=1.C(NC(C)C)(C)C, predict the reaction product. The product is: [Cl:8][C:6]1[N:5]=[CH:4][N:3]=[C:2]([N:18]2[CH:19]=[N:20][C:16]([NH:15][C:9]3[CH:14]=[CH:13][CH:12]=[CH:11][CH:10]=3)=[N:17]2)[CH:7]=1. (5) Given the reactants Br[C:2]1[C:7]2[C:8]([C:11]3[CH:16]=[CH:15][CH:14]=[CH:13][CH:12]=3)=[N:9][O:10][C:6]=2[C:5]([OH:17])=[C:4]([C:18]([O:20][CH2:21][CH3:22])=[O:19])[N:3]=1.[CH3:23][Sn](C)(C)C, predict the reaction product. The product is: [OH:17][C:5]1[C:6]2[O:10][N:9]=[C:8]([C:11]3[CH:16]=[CH:15][CH:14]=[CH:13][CH:12]=3)[C:7]=2[C:2]([CH3:23])=[N:3][C:4]=1[C:18]([O:20][CH2:21][CH3:22])=[O:19]. (6) Given the reactants C(O[C:6](=O)[NH:7][CH2:8][CH2:9][CH2:10][CH2:11][CH2:12][N:13]([CH2:21][C:22]1[CH:27]=[CH:26][CH:25]=[CH:24][CH:23]=1)[CH2:14][C:15]1[CH:20]=[CH:19][CH:18]=[CH:17][CH:16]=1)(C)(C)C.[H-].[Al+3].[Li+].[H-].[H-].[H-].[C@H](O)(C([O-])=O)[C@@H](O)C([O-])=O.[Na+].[K+], predict the reaction product. The product is: [CH2:14]([N:13]([CH2:21][C:22]1[CH:23]=[CH:24][CH:25]=[CH:26][CH:27]=1)[CH2:12][CH2:11][CH2:10][CH2:9][CH2:8][NH:7][CH3:6])[C:15]1[CH:20]=[CH:19][CH:18]=[CH:17][CH:16]=1. (7) Given the reactants Br[C:2]1[CH:7]=[CH:6][CH:5]=[CH:4][C:3]=1[N:8]1[C:16]2[CH:15]=[CH:14][C:13]([CH3:17])=[CH:12][C:11]=2[C:10]2[CH2:18][N:19]([CH3:22])[CH2:20][CH2:21][C:9]1=2.[F:23][C:24]1[CH:29]=[CH:28][C:27](B(O)O)=[CH:26][CH:25]=1.[O-]P([O-])([O-])=O.[K+].[K+].[K+], predict the reaction product. The product is: [F:23][C:24]1[CH:29]=[CH:28][C:27]([C:2]2[CH:7]=[CH:6][CH:5]=[CH:4][C:3]=2[N:8]2[C:16]3[CH:15]=[CH:14][C:13]([CH3:17])=[CH:12][C:11]=3[C:10]3[CH2:18][N:19]([CH3:22])[CH2:20][CH2:21][C:9]2=3)=[CH:26][CH:25]=1. (8) Given the reactants [F:1][C:2]1[CH:13]=[CH:12][C:5]2[O:6][CH2:7][CH2:8][CH2:9][C:10](=[O:11])[C:4]=2[CH:3]=1.[Br:14]Br, predict the reaction product. The product is: [Br:14][CH:9]1[CH2:8][CH2:7][O:6][C:5]2[CH:12]=[CH:13][C:2]([F:1])=[CH:3][C:4]=2[C:10]1=[O:11].